Binary Classification. Given a drug SMILES string, predict its activity (active/inactive) in a high-throughput screening assay against a specified biological target. From a dataset of HIV replication inhibition screening data with 41,000+ compounds from the AIDS Antiviral Screen. (1) The compound is NCCCCN(CCCN)C(=O)OCc1ccccc1. The result is 0 (inactive). (2) The compound is CC1(Br)CN(C(=S)Nc2ccccc2)C1=O. The result is 0 (inactive). (3) The compound is COc1ccccc1C=C(C(=O)c1ccccc1)c1ccccc1. The result is 0 (inactive).